From a dataset of Forward reaction prediction with 1.9M reactions from USPTO patents (1976-2016). Predict the product of the given reaction. Given the reactants [N+:1]([C:4]1[CH:12]=[CH:11][C:7]([C:8]([OH:10])=[O:9])=[CH:6][C:5]=1[C:13]([OH:15])=[O:14])([O-])=O, predict the reaction product. The product is: [NH2:1][C:4]1[CH:12]=[CH:11][C:7]([C:8]([OH:10])=[O:9])=[CH:6][C:5]=1[C:13]([OH:15])=[O:14].